From a dataset of Reaction yield outcomes from USPTO patents with 853,638 reactions. Predict the reaction yield, written as a fraction of the theoretical maximum amount of product (1.0 means a 100% yield; for example, 0.34 means a 34% yield). The yield is 0.290. The reactants are C[O-].[Na+].[C:4]([C:6]1[CH:11]=[CH:10][C:9]([CH2:12][C:13]#[N:14])=[CH:8][CH:7]=1)#[N:5].[N:15]([C:18]1[CH:23]=[CH:22][C:21]([Cl:24])=[CH:20][C:19]=1[Cl:25])=[N+:16]=[N-:17]. The catalyst is CO. The product is [NH2:14][C:13]1[N:15]([C:18]2[CH:23]=[CH:22][C:21]([Cl:24])=[CH:20][C:19]=2[Cl:25])[N:16]=[N:17][C:12]=1[C:9]1[CH:10]=[CH:11][C:6]([C:4]#[N:5])=[CH:7][CH:8]=1.